From a dataset of Full USPTO retrosynthesis dataset with 1.9M reactions from patents (1976-2016). Predict the reactants needed to synthesize the given product. Given the product [O:1]=[CH:2][C@@H:3]([C@H:5]([C@@H:7]([C@@H:9]([CH2:11][OH:12])[OH:10])[OH:8])[OH:6])[OH:4].[O:30]=[CH:31][C@H:32]([C@H:33]([C@@H:34]([C@@H:35]([CH2:36][OH:37])[OH:55])[OH:56])[OH:57])[OH:58], predict the reactants needed to synthesize it. The reactants are: [O:1]=[CH:2][C@H:3]([C@H:5]([C@@H:7]([C@@H:9]([CH2:11][OH:12])[OH:10])[OH:8])[OH:6])[OH:4].[Si]([O:30][CH2:31][C@@H:32]([OH:58])[C@@H:33]([OH:57])[C@H:34]([OH:56])[C@@H:35]([OH:55])[C:36]([Si](C(C)(C)C)(C1C=CC=CC=1)C1C=CC=CC=1)=[O:37])(C(C)(C)C)(C1C=CC=CC=1)C1C=CC=CC=1.C(N(C(C)C)P(=O)(OCC1C=CC=CC=1)OCC1C=CC=CC=1)(C)C.N1C=NN=N1.ClC1C=CC=C(C(OO)=O)C=1.